From a dataset of Forward reaction prediction with 1.9M reactions from USPTO patents (1976-2016). Predict the product of the given reaction. (1) Given the reactants [F:1][C:2]1[CH:7]=[CH:6][C:5]([S:8]([N:11]2[C:20]3[C:15](=[CH:16][C:17]([C:21]([OH:30])([C:26]([F:29])([F:28])[F:27])[C:22]([F:25])([F:24])[F:23])=[CH:18][CH:19]=3)[CH2:14][CH2:13][C@H:12]2[CH2:31][C:32]([O:34]CC2C=CC=CC=2)=[O:33])(=[O:10])=[O:9])=[CH:4][CH:3]=1, predict the reaction product. The product is: [F:1][C:2]1[CH:7]=[CH:6][C:5]([S:8]([N:11]2[C:20]3[C:15](=[CH:16][C:17]([C:21]([OH:30])([C:22]([F:24])([F:23])[F:25])[C:26]([F:28])([F:27])[F:29])=[CH:18][CH:19]=3)[CH2:14][CH2:13][C@H:12]2[CH2:31][C:32]([OH:34])=[O:33])(=[O:9])=[O:10])=[CH:4][CH:3]=1. (2) Given the reactants [F:1][C:2]([F:15])([F:14])[C:3]1[CH:4]=[C:5](Br)[CH:6]=[C:7]([C:9]([F:12])([F:11])[F:10])[CH:8]=1.[CH2:16](N(CC)CC)[CH3:17].C=C.CCCCC, predict the reaction product. The product is: [F:1][C:2]([F:15])([F:14])[C:3]1[CH:4]=[C:5]([CH:6]=[C:7]([C:9]([F:12])([F:11])[F:10])[CH:8]=1)[CH:16]=[CH2:17]. (3) Given the reactants [OH:1][CH2:2][CH:3]1[NH:8][C:7](=[O:9])[CH2:6][CH2:5][CH2:4]1.I[CH:11]([CH3:13])[CH3:12].[H-].[Na+], predict the reaction product. The product is: [CH:11]([O:1][CH2:2][CH:3]1[NH:8][C:7](=[O:9])[CH2:6][CH2:5][CH2:4]1)([CH3:13])[CH3:12]. (4) The product is: [N:44]([CH2:28][CH2:27][C:26]#[C:25][C:21]1[CH:20]=[C:19]([CH:24]=[CH:23][CH:22]=1)[O:18][Si:1]([C:14]([CH3:17])([CH3:16])[CH3:15])([C:8]1[CH:13]=[CH:12][CH:11]=[CH:10][CH:9]=1)[C:2]1[CH:7]=[CH:6][CH:5]=[CH:4][CH:3]=1)=[N+:45]=[N-:46]. Given the reactants [Si:1]([O:18][C:19]1[CH:20]=[C:21]([C:25]#[C:26][CH2:27][CH2:28]O)[CH:22]=[CH:23][CH:24]=1)([C:14]([CH3:17])([CH3:16])[CH3:15])([C:8]1[CH:13]=[CH:12][CH:11]=[CH:10][CH:9]=1)[C:2]1[CH:7]=[CH:6][CH:5]=[CH:4][CH:3]=1.C1(P([N:44]=[N+:45]=[N-:46])(C2C=CC=CC=2)=O)C=CC=CC=1.C1CCN2C(=NCCC2)CC1.Cl.[N-]=[N+]=[N-].[Na+].C(=O)(O)[O-].[Na+], predict the reaction product.